This data is from Full USPTO retrosynthesis dataset with 1.9M reactions from patents (1976-2016). The task is: Predict the reactants needed to synthesize the given product. (1) Given the product [CH:34]([NH:33][C:23]([C:21]1[S:22][C:18]([C:10]2[N:9]([C:6]3[CH:5]=[CH:4][C:3]([OH:2])=[CH:8][CH:7]=3)[C:13]3[CH:14]=[CH:15][CH:16]=[CH:17][C:12]=3[N:11]=2)=[CH:19][CH:20]=1)=[O:24])([C:35]1[CH:40]=[CH:39][CH:38]=[CH:37][CH:36]=1)[C:41]1[CH:46]=[CH:45][CH:44]=[CH:43][CH:42]=1, predict the reactants needed to synthesize it. The reactants are: C[O:2][C:3]1[CH:8]=[CH:7][C:6]([N:9]2[C:13]3[CH:14]=[CH:15][CH:16]=[CH:17][C:12]=3[N:11]=[C:10]2[C:18]2[S:22][C:21]([C:23](O)=[O:24])=[CH:20][CH:19]=2)=[CH:5][CH:4]=1.C(N(CC)CC)C.[NH2:33][CH:34]([C:41]1[CH:46]=[CH:45][CH:44]=[CH:43][CH:42]=1)[C:35]1[CH:40]=[CH:39][CH:38]=[CH:37][CH:36]=1.CCCP1(OP(CCC)(=O)OP(CCC)(=O)O1)=O.C(OCC)(=O)C.C(=O)(O)[O-].[Na+]. (2) Given the product [C:31]1([C:7]2[S:6][C:5]([C:3]([OH:4])=[O:2])=[C:9]([N:10]([CH:20]3[CH2:21][CH2:22][N:23]([C:26](=[O:30])[CH:27]([CH3:29])[CH3:28])[CH2:24][CH2:25]3)[C:11]([C@H:13]3[CH2:18][CH2:17][C@H:16]([CH3:19])[CH2:15][CH2:14]3)=[O:12])[CH:8]=2)[CH2:36][CH2:35][CH2:34][CH2:33][CH:32]=1, predict the reactants needed to synthesize it. The reactants are: C[O:2][C:3]([C:5]1[S:6][C:7]([C:31]2[CH2:36][CH2:35][CH2:34][CH2:33][CH:32]=2)=[CH:8][C:9]=1[N:10]([CH:20]1[CH2:25][CH2:24][N:23]([C:26](=[O:30])[CH:27]([CH3:29])[CH3:28])[CH2:22][CH2:21]1)[C:11]([C@H:13]1[CH2:18][CH2:17][C@H:16]([CH3:19])[CH2:15][CH2:14]1)=[O:12])=[O:4].[Li+].[OH-].O. (3) Given the product [OH:5][C:6]1[CH:11]=[CH:10][C:9]([N:12]2[CH2:13][CH2:14][N:15]([C:18]([C:20]3[CH:25]=[CH:24][CH:23]=[CH:22][CH:21]=3)=[O:19])[CH2:16][CH2:17]2)=[CH:8][C:7]=1[N+:26]([O-:28])=[O:27], predict the reactants needed to synthesize it. The reactants are: Cl.COC[O:5][C:6]1[CH:11]=[CH:10][C:9]([N:12]2[CH2:17][CH2:16][N:15]([C:18]([C:20]3[CH:25]=[CH:24][CH:23]=[CH:22][CH:21]=3)=[O:19])[CH2:14][CH2:13]2)=[CH:8][C:7]=1[N+:26]([O-:28])=[O:27]. (4) Given the product [C:35]([CH:33]([CH:31]([C:30]([OH:39])=[O:38])[OH:32])[OH:34])([OH:37])=[O:36].[CH2:12]([C:11]1[CH:10]=[C:9]2[C:5](=[CH:4][C:3]=1[CH2:1][CH3:2])[CH2:6][CH:7]([NH:14][CH2:15][C@@H:16]([C:18]1[CH:27]=[CH:26][C:25]([OH:28])=[C:24]3[C:19]=1[CH:20]=[CH:21][C:22](=[O:29])[NH:23]3)[OH:17])[CH2:8]2)[CH3:13], predict the reactants needed to synthesize it. The reactants are: [CH2:1]([C:3]1[CH:4]=[C:5]2[C:9](=[CH:10][C:11]=1[CH2:12][CH3:13])[CH2:8][CH:7]([NH:14][CH2:15][C@@H:16]([C:18]1[CH:27]=[CH:26][C:25]([OH:28])=[C:24]3[C:19]=1[CH:20]=[CH:21][C:22](=[O:29])[NH:23]3)[OH:17])[CH2:6]2)[CH3:2].[C:30]([OH:39])(=[O:38])[CH:31]([CH:33]([C:35]([OH:37])=[O:36])[OH:34])[OH:32]. (5) The reactants are: [N:1]1([CH:7]2[CH2:30][NH:29][C:10]3=[N:11][C:12]([C:22]4[CH:27]=[CH:26][C:25]([CH3:28])=[CH:24][CH:23]=4)=[C:13]([C:15]4[CH:20]=[CH:19][C:18]([CH3:21])=[CH:17][CH:16]=4)[N:14]=[C:9]3[CH2:8]2)[CH2:6][CH2:5][CH2:4][CH2:3][CH2:2]1.O=[CH:32][CH2:33][CH2:34][CH2:35][CH2:36][CH2:37][C:38]([O:40][CH2:41][CH3:42])=[O:39].C(O[BH-](OC(=O)C)OC(=O)C)(=O)C.[Na+]. Given the product [N:1]1([CH:7]2[CH2:30][N:29]([CH2:32][CH2:33][CH2:34][CH2:35][CH2:36][CH2:37][C:38]([O:40][CH2:41][CH3:42])=[O:39])[C:10]3=[N:11][C:12]([C:22]4[CH:23]=[CH:24][C:25]([CH3:28])=[CH:26][CH:27]=4)=[C:13]([C:15]4[CH:20]=[CH:19][C:18]([CH3:21])=[CH:17][CH:16]=4)[N:14]=[C:9]3[CH2:8]2)[CH2:6][CH2:5][CH2:4][CH2:3][CH2:2]1, predict the reactants needed to synthesize it.